Dataset: Experimentally validated miRNA-target interactions with 360,000+ pairs, plus equal number of negative samples. Task: Binary Classification. Given a miRNA mature sequence and a target amino acid sequence, predict their likelihood of interaction. The miRNA is hsa-miR-122-5p with sequence UGGAGUGUGACAAUGGUGUUUG. The protein sequence of the target gene is MGLYGQACPSVTSLRMTSELESSLTSMDWLPQLTMRAAIQKSDATQNAHGTGISKKNALLDPNTTLDQEEVQQHKDGKPPYSYASLITFAINSSPKKKMTLSEIYQWICDNFPYYREAGSGWKNSIRHNLSLNKCFLKVPRSKDDPGKGSYWAIDTNPKEDVLPTRPKKRARSVERASTPYSIDSDSLGMECIISGSASPTLAINTVTNKVTLYNTDQDGSDSPRSSLNNSLSDQSLASVNLNSVGSVHSYTPVTSHPESVSQSLTPQQQPQYNLPERDKQLLFSEYNFEDLSASFRSLY.... Result: 1 (interaction).